The task is: Predict which catalyst facilitates the given reaction.. This data is from Catalyst prediction with 721,799 reactions and 888 catalyst types from USPTO. (1) Reactant: Br[C:2]1[CH:3]=[C:4]2[CH:10]=[CH:9][O:8][C:5]2=[N:6][CH:7]=1.BrC1C=C2C=CNC2=NC=1.[CH3:21][N:22]([C:28]([O:30][C:31]([CH3:34])([CH3:33])[CH3:32])=[O:29])[CH:23]([CH2:25][CH:26]=[CH2:27])[CH3:24]. Product: [CH3:21][N:22]([C:28]([O:30][C:31]([CH3:32])([CH3:34])[CH3:33])=[O:29])[CH:23]([CH2:25]/[CH:26]=[CH:27]/[C:2]1[CH:3]=[C:4]2[CH:10]=[CH:9][O:8][C:5]2=[N:6][CH:7]=1)[CH3:24]. The catalyst class is: 45. (2) Reactant: [C:1]([O:5][C:6](/[C:8](=[CH:13]\[C:14]1[CH:22]=[C:21]([F:23])[C:17]2[O:18][CH2:19][O:20][C:16]=2[CH:15]=1)/[C:9]([O:11][CH3:12])=[O:10])=[O:7])([CH3:4])([CH3:3])[CH3:2]. Product: [C:1]([O:5][C:6]([C@@H:8]([CH2:13][C:14]1[CH:22]=[C:21]([F:23])[C:17]2[O:18][CH2:19][O:20][C:16]=2[CH:15]=1)[C:9]([O:11][CH3:12])=[O:10])=[O:7])([CH3:4])([CH3:2])[CH3:3]. The catalyst class is: 5. (3) Reactant: [Br:1][C:2]1[CH:3]=[C:4]([NH:13][C@H:14]2[CH2:19][CH2:18][C@H:17]([NH:20][C:21]([O:23][C:24]([CH3:27])([CH3:26])[CH3:25])=[O:22])[CH2:16][CH2:15]2)[C:5]([CH3:12])=[C:6]([CH:11]=1)[C:7]([O:9][CH3:10])=[O:8].[CH:28](=O)[CH2:29][CH3:30].C(O)(=O)C.C(O[BH-](OC(=O)C)OC(=O)C)(=O)C.[Na+]. Product: [Br:1][C:2]1[CH:3]=[C:4]([N:13]([C@H:14]2[CH2:19][CH2:18][C@H:17]([NH:20][C:21]([O:23][C:24]([CH3:27])([CH3:26])[CH3:25])=[O:22])[CH2:16][CH2:15]2)[CH2:28][CH2:29][CH3:30])[C:5]([CH3:12])=[C:6]([CH:11]=1)[C:7]([O:9][CH3:10])=[O:8]. The catalyst class is: 68. (4) Reactant: CC(C)([O-])C.[Na+].CN([C:10]1[C:15]([C:10]2[C:15](P(C3CCCCC3)C3CCCCC3)=[CH:14][CH:13]=[CH:12][CH:11]=2)=[CH:14][CH:13]=[CH:12][CH:11]=1)C.[NH2:35][C@H:36]1[C:45]2[C:40](=[CH:41][CH:42]=[CH:43][CH:44]=2)[N:39]([C:46](=[O:48])[CH3:47])[C@@H:38]([CH:49]([CH3:51])[CH3:50])[C@@H:37]1[CH3:52].BrC1C=CC=CC=1. Product: [CH:49]([C@H:38]1[C@H:37]([CH3:52])[C@@H:36]([NH:35][C:10]2[CH:15]=[CH:14][CH:13]=[CH:12][CH:11]=2)[C:45]2[C:40](=[CH:41][CH:42]=[CH:43][CH:44]=2)[N:39]1[C:46](=[O:48])[CH3:47])([CH3:51])[CH3:50]. The catalyst class is: 102. (5) The catalyst class is: 47. Product: [C:14]([O:18][C:19]([N:21]1[CH2:26][CH2:25][N:24]([C:27]2[C:32]3[N:33]([CH2:46][C:47]4[CH:52]=[CH:51][CH:50]=[CH:49][CH:48]=4)[C:34](=[O:45])[N:35]([CH2:36][C:37]4[CH:42]=[CH:41][CH:40]=[CH:39][C:38]=4[C:43]#[N:44])[C:31]=3[C:30]([Br:6])=[CH:29][N:28]=2)[CH2:23][CH2:22]1)=[O:20])([CH3:17])([CH3:15])[CH3:16]. Reactant: C(=O)(O)[O-].[Na+].[Br:6]N1C(=O)CCC1=O.[C:14]([O:18][C:19]([N:21]1[CH2:26][CH2:25][N:24]([C:27]2[C:32]3[N:33]([CH2:46][C:47]4[CH:52]=[CH:51][CH:50]=[CH:49][CH:48]=4)[C:34](=[O:45])[N:35]([CH2:36][C:37]4[CH:42]=[CH:41][CH:40]=[CH:39][C:38]=4[C:43]#[N:44])[C:31]=3[CH:30]=[CH:29][N:28]=2)[CH2:23][CH2:22]1)=[O:20])([CH3:17])([CH3:16])[CH3:15].C(OCC)(=O)C. (6) Reactant: [F:1][C:2]1[CH:7]=[CH:6][C:5]([C:8]2[N:9]=[C:10]3[N:14]([C:15]=2[C:16]2[CH:21]=[CH:20][N:19]=[C:18]([NH:22]C(=O)C)[CH:17]=2)[CH2:13][CH2:12][S:11]3)=[CH:4][CH:3]=1. Product: [F:1][C:2]1[CH:7]=[CH:6][C:5]([C:8]2[N:9]=[C:10]3[N:14]([C:15]=2[C:16]2[CH:21]=[CH:20][N:19]=[C:18]([NH2:22])[CH:17]=2)[CH2:13][CH2:12][S:11]3)=[CH:4][CH:3]=1. The catalyst class is: 33.